Dataset: Catalyst prediction with 721,799 reactions and 888 catalyst types from USPTO. Task: Predict which catalyst facilitates the given reaction. (1) Reactant: [C:1](O[C:1](=O)[C:2]1[CH:7]=[CH:6][CH:5]=[CH:4][CH:3]=1)(=O)[C:2]1[CH:7]=[CH:6][CH:5]=[CH:4][CH:3]=1.[NH2:18][CH2:19][CH2:20][C:21]1[C:25]2=[C:26]3[C:31](=[CH:32][CH:33]=[C:24]2[NH:23][CH:22]=1)[C:30](=[O:34])[N:29]([CH3:35])[CH:28]=[CH:27]3.C(N(CC)CC)C. Product: [CH3:35][N:29]1[CH:28]=[CH:27][C:26]2[C:31](=[CH:32][CH:33]=[C:24]3[NH:23][CH:22]=[C:21]([CH2:20][CH2:19][NH:18][CH2:1][C:2]4[CH:7]=[CH:6][CH:5]=[CH:4][CH:3]=4)[C:25]3=2)[C:30]1=[O:34]. The catalyst class is: 3. (2) Reactant: [NH2:1][C:2]1[CH:7]=[C:6]([C:8]([F:11])([F:10])[F:9])[CH:5]=[CH:4][C:3]=1[C:12](=O)[CH3:13].Cl.[Li+].[OH-].C[CH2:19][O:20][C:21]([CH3:23])=[O:22].CCCCCC.[CH3:30][CH2:31][O:32][C:33](C)=O. Product: [CH3:19][O:20][C:21]([C:23]1[C:30]([CH2:31][O:32][CH3:33])=[N:1][C:2]2[C:3]([C:12]=1[CH3:13])=[CH:4][CH:5]=[C:6]([C:8]([F:11])([F:10])[F:9])[CH:7]=2)=[O:22]. The catalyst class is: 72. (3) Product: [CH:1]([N:4]1[CH2:9][CH2:8][CH:7]([O:10][C:11]2[N:12]=[CH:13][C:14]([NH2:17])=[CH:15][CH:16]=2)[CH2:6][CH2:5]1)([CH3:3])[CH3:2]. The catalyst class is: 19. Reactant: [CH:1]([N:4]1[CH2:9][CH2:8][CH:7]([O:10][C:11]2[CH:16]=[CH:15][C:14]([N+:17]([O-])=O)=[CH:13][N:12]=2)[CH2:6][CH2:5]1)([CH3:3])[CH3:2].[H][H]. (4) Reactant: [OH:1][C@H:2]1[CH2:7][CH2:6][C@H:5]([C:8]2[CH:9]=[CH:10][C:11]([NH:19][C:20]3[C:25]([C:26]([F:29])([F:28])[F:27])=[CH:24][N:23]=[C:22]([NH:30][C:31]4[CH:45]=[CH:44][C:34]([CH2:35][P:36](=[O:43])([O:40][CH2:41][CH3:42])[O:37][CH2:38][CH3:39])=[CH:33][C:32]=4[O:46][CH3:47])[N:21]=3)=[C:12]3[C:16]=2[CH2:15][N:14]([CH3:17])[C:13]3=[O:18])[CH2:4][CH2:3]1.C(N(CC)CC)C.[CH3:55][S:56](Cl)(=[O:58])=[O:57]. Product: [CH3:55][S:56]([O:1][C@H:2]1[CH2:7][CH2:6][C@H:5]([C:8]2[CH:9]=[CH:10][C:11]([NH:19][C:20]3[C:25]([C:26]([F:29])([F:28])[F:27])=[CH:24][N:23]=[C:22]([NH:30][C:31]4[CH:45]=[CH:44][C:34]([CH2:35][P:36]([O:37][CH2:38][CH3:39])([O:40][CH2:41][CH3:42])=[O:43])=[CH:33][C:32]=4[O:46][CH3:47])[N:21]=3)=[C:12]3[C:16]=2[CH2:15][N:14]([CH3:17])[C:13]3=[O:18])[CH2:4][CH2:3]1)(=[O:58])=[O:57]. The catalyst class is: 172. (5) Reactant: [CH3:1][N:2]1[C:6]([C:7]2[CH:8]=[N:9][NH:10][C:11]=2[NH2:12])=[CH:5][CH:4]=[N:3]1.[CH3:13][N:14]1[C:22]2[C:17](=[CH:18][C:19]([C:23](=O)[CH2:24][C:25](OCC)=[O:26])=[CH:20][CH:21]=2)[CH:16]=[N:15]1.CC1C=CC(S(O)(=O)=O)=CC=1. Product: [CH3:13][N:14]1[C:22]2[C:17](=[CH:18][C:19]([C:23]3[NH:12][C:11]4[N:10]([N:9]=[CH:8][C:7]=4[C:6]4[N:2]([CH3:1])[N:3]=[CH:4][CH:5]=4)[C:25](=[O:26])[CH:24]=3)=[CH:20][CH:21]=2)[CH:16]=[N:15]1. The catalyst class is: 114. (6) Reactant: Cl[C:2]1[CH:7]=[C:6]([C:8]2[CH:16]=[CH:15][CH:14]=[C:13]3[C:9]=2[CH:10]=[N:11][NH:12]3)[N:5]=[C:4]2[N:17]([CH3:20])[N:18]=[CH:19][C:3]=12.[CH2:21]([NH2:24])[CH2:22][CH3:23].O.C1(C)C=CC(S(O)(=O)=O)=CC=1. Product: [NH:12]1[C:13]2[C:9](=[C:8]([C:6]3[CH:7]=[C:2]([NH:24][CH2:21][CH2:22][CH3:23])[C:3]4[CH:19]=[N:18][N:17]([CH3:20])[C:4]=4[N:5]=3)[CH:16]=[CH:15][CH:14]=2)[CH:10]=[N:11]1. The catalyst class is: 10.